Task: Predict the reaction yield, written as a fraction of the theoretical maximum amount of product (1.0 means a 100% yield; for example, 0.34 means a 34% yield).. Dataset: Reaction yield outcomes from USPTO patents with 853,638 reactions (1) The catalyst is CO.[Pd]. The product is [OH:36][C:24]1[CH:23]=[C:22]([CH2:21][C@H:9]([NH:8][C:6]([O:5][C:1]([CH3:2])([CH3:3])[CH3:4])=[O:7])[C:10]([O:12][C@H:13]([CH3:20])[C@H:14]([O:16][C:17](=[O:19])[CH3:18])[CH3:15])=[O:11])[CH:27]=[CH:26][C:25]=1[OH:28]. The yield is 1.00. The reactants are [C:1]([O:5][C:6]([NH:8][C@@H:9]([CH2:21][C:22]1[CH:27]=[CH:26][C:25]([O:28]CC2C=CC=CC=2)=[C:24]([O:36]CC2C=CC=CC=2)[CH:23]=1)[C:10]([O:12][C@H:13]([CH3:20])[C@H:14]([O:16][C:17](=[O:19])[CH3:18])[CH3:15])=[O:11])=[O:7])([CH3:4])([CH3:3])[CH3:2].[H][H]. (2) The reactants are [Cl:1][C:2]1[CH:3]=[C:4]([CH:8]=[CH:9][N:10]=1)[C:5](Cl)=[O:6].[NH2:11][C:12]1[CH:17]=[CH:16][CH:15]=[CH:14][CH:13]=1.CCN(C(C)C)C(C)C.O. The catalyst is ClCCCl. The product is [Cl:1][C:2]1[CH:3]=[C:4]([CH:8]=[CH:9][N:10]=1)[C:5]([NH:11][C:12]1[CH:17]=[CH:16][CH:15]=[CH:14][CH:13]=1)=[O:6]. The yield is 0.920.